This data is from Experimental lipophilicity measurements (octanol/water distribution) for 4,200 compounds from AstraZeneca. The task is: Regression/Classification. Given a drug SMILES string, predict its absorption, distribution, metabolism, or excretion properties. Task type varies by dataset: regression for continuous measurements (e.g., permeability, clearance, half-life) or binary classification for categorical outcomes (e.g., BBB penetration, CYP inhibition). For this dataset (lipophilicity_astrazeneca), we predict Y. (1) The molecule is CC(=O)Nc1cccc2c1c(Oc1ccc(Cl)cc1)c(C)n2CC(=O)O. The Y is -1.41 logD. (2) The compound is Cc1ccc(-n2[nH]c(=O)c3cccnc32)cc1. The Y is 2.10 logD. (3) The drug is CC(=O)NC[C@H]1CN(c2ccc(-n3cc(C#N)nn3)c(F)c2)C(=O)O1. The Y is 0.800 logD. (4) The drug is Cc1ccc(NC(=O)c2cccc(C(F)(F)F)c2)cc1NC(=O)c1ccc2ncccc2c1. The Y is 3.87 logD. (5) The compound is COCCNc1nc(C#N)nc(NCC(C)C)c1N. The Y is 2.80 logD. (6) The compound is C[C@H](CO)Nc1nc(SCc2cccc(F)c2F)nc2[nH]c(N)nc12. The Y is 3.22 logD.